This data is from Reaction yield outcomes from USPTO patents with 853,638 reactions. The task is: Predict the reaction yield, written as a fraction of the theoretical maximum amount of product (1.0 means a 100% yield; for example, 0.34 means a 34% yield). (1) The reactants are [F:1][C:2]1[CH:24]=[C:23]([N+:25]([O-:27])=[O:26])[CH:22]=[CH:21][C:3]=1[O:4][C:5]1[N:10]=[CH:9][N:8]=[C:7]([NH:11]CC2C=CC(OC)=CC=2)[CH:6]=1.C1(OC)C=CC=CC=1. The catalyst is C(O)(C(F)(F)F)=O. The product is [F:1][C:2]1[CH:24]=[C:23]([N+:25]([O-:27])=[O:26])[CH:22]=[CH:21][C:3]=1[O:4][C:5]1[N:10]=[CH:9][N:8]=[C:7]([NH2:11])[CH:6]=1. The yield is 0.840. (2) The reactants are [H-].[Na+].[Cl:3][C:4]1[CH:11]=[CH:10][C:7]([CH:8]=O)=[CH:6][C:5]=1[F:12].[CH2:13]1COCC1. The catalyst is [Br-].C[P+](C1C=CC=CC=1)(C1C=CC=CC=1)C1C=CC=CC=1. The product is [Cl:3][C:4]1[CH:11]=[CH:10][C:7]([CH:8]=[CH2:13])=[CH:6][C:5]=1[F:12]. The yield is 0.470. (3) The reactants are [Br:1][C:2]1[C:7]([NH:8][S:9]([C:12]2[CH:17]=[CH:16][C:15]([Cl:18])=[C:14]([C:19]([F:22])([F:21])[F:20])[CH:13]=2)(=[O:11])=[O:10])=[CH:6][C:5]([CH3:23])=[CH:4][N:3]=1.[CH3:24][O:25][CH2:26]Cl.C([O-])([O-])=O.[K+].[K+]. The catalyst is C1COCC1. The product is [Br:1][C:2]1[C:7]([N:8]([CH2:24][O:25][CH3:26])[S:9]([C:12]2[CH:17]=[CH:16][C:15]([Cl:18])=[C:14]([C:19]([F:22])([F:21])[F:20])[CH:13]=2)(=[O:10])=[O:11])=[CH:6][C:5]([CH3:23])=[CH:4][N:3]=1. The yield is 0.840. (4) The reactants are [CH3:1][C:2]1[CH:7]=[CH:6][C:5](B(O)O)=[CH:4][CH:3]=1.[C:11]([O:15][C:16]([C:18]1[S:19][C:20](Br)=[CH:21][C:22]=1[NH:23][S:24]([C:27]1[C:28]([CH3:33])=[CH:29][CH:30]=[CH:31][CH:32]=1)(=[O:26])=[O:25])=[O:17])([CH3:14])([CH3:13])[CH3:12].C1(C)C=CC=CC=1.CO.C([O-])([O-])=O.[Na+].[Na+]. The catalyst is C1(C)C=CC=CC=1.C1C=CC([P]([Pd]([P](C2C=CC=CC=2)(C2C=CC=CC=2)C2C=CC=CC=2)([P](C2C=CC=CC=2)(C2C=CC=CC=2)C2C=CC=CC=2)[P](C2C=CC=CC=2)(C2C=CC=CC=2)C2C=CC=CC=2)(C2C=CC=CC=2)C2C=CC=CC=2)=CC=1. The product is [C:11]([O:15][C:16]([C:18]1[S:19][C:20]([C:5]2[CH:6]=[CH:7][C:2]([CH3:1])=[CH:3][CH:4]=2)=[CH:21][C:22]=1[NH:23][S:24]([C:27]1[C:28]([CH3:33])=[CH:29][CH:30]=[CH:31][CH:32]=1)(=[O:26])=[O:25])=[O:17])([CH3:14])([CH3:13])[CH3:12]. The yield is 0.810. (5) The reactants are [F:1][C:2]1[CH:7]=[CH:6][C:5]([OH:8])=[CH:4][CH:3]=1.[C:9](O)([CH3:12])([CH3:11])[CH3:10].S(=O)(=O)(O)O. The catalyst is C(Cl)Cl. The product is [C:9]([C:6]1[CH:7]=[C:2]([F:1])[CH:3]=[CH:4][C:5]=1[OH:8])([CH3:12])([CH3:11])[CH3:10]. The yield is 0.420.